The task is: Predict the reactants needed to synthesize the given product.. This data is from Full USPTO retrosynthesis dataset with 1.9M reactions from patents (1976-2016). Given the product [C:37]([C:2]1[CH:6]=[CH:5][S:4][C:3]=1[S:7]([N:10]([CH3:16])[CH2:11][CH2:12][CH2:13][NH:17][C:18]([C@@H:20]([NH:25][C:26]([C:28]1[S:29][C:30]2[CH:36]=[CH:35][CH:34]=[CH:33][C:31]=2[CH:32]=1)=[O:27])[CH2:21][CH:22]([CH3:23])[CH3:24])=[O:19])(=[O:8])=[O:9])#[N:38], predict the reactants needed to synthesize it. The reactants are: Br[C:2]1[CH:6]=[CH:5][S:4][C:3]=1[S:7]([N:10]1[CH2:16]CC[C@@H:13]([NH:17][C:18]([C@@H:20]([NH:25][C:26]([C:28]2[S:29][C:30]3[CH:36]=[CH:35][CH:34]=[CH:33][C:31]=3[CH:32]=2)=[O:27])[CH2:21][CH:22]([CH3:24])[CH3:23])=[O:19])[CH2:12][CH2:11]1)(=[O:9])=[O:8].[CH3:37][N:38](C=O)C.